From a dataset of Reaction yield outcomes from USPTO patents with 853,638 reactions. Predict the reaction yield, written as a fraction of the theoretical maximum amount of product (1.0 means a 100% yield; for example, 0.34 means a 34% yield). The reactants are [NH2:1][C:2]1[CH:7]=[C:6]([O:8][C:9]2[CH:10]=[CH:11][C:12]([NH:15][C:16]([NH:18][C:19](=[O:24])[C:20]([CH3:23])([CH3:22])[CH3:21])=[O:17])=[N:13][CH:14]=2)[CH:5]=[CH:4][N:3]=1.[CH3:25][N:26]1[CH:30]=[C:29]([C:31](O)=[O:32])[N:28]=[CH:27]1.CN(C(ON1N=NC2C=CC=CC1=2)=[N+](C)C)C.[B-](F)(F)(F)F.CCN(C(C)C)C(C)C.C([O-])([O-])=O.[K+].[K+]. The catalyst is CN(C=O)C. The product is [CH3:25][N:26]1[CH:30]=[C:29]([C:31]([NH:1][C:2]2[CH:7]=[C:6]([O:8][C:9]3[CH:14]=[N:13][C:12]([NH:15][C:16]([NH:18][C:19](=[O:24])[C:20]([CH3:21])([CH3:23])[CH3:22])=[O:17])=[CH:11][CH:10]=3)[CH:5]=[CH:4][N:3]=2)=[O:32])[N:28]=[CH:27]1. The yield is 0.260.